This data is from Forward reaction prediction with 1.9M reactions from USPTO patents (1976-2016). The task is: Predict the product of the given reaction. (1) Given the reactants [OH:1][C:2]1[CH:3]=[C:4]([CH:7]=[C:8]([N+:11]([O-:13])=[O:12])[C:9]=1O)[CH:5]=O.[ClH:14].[NH2:15]O.C1(C)C=CC(CS(O)(=O)=O)=CC=1.S([O-])([O-])(=O)=O.[Mg+2], predict the reaction product. The product is: [Cl:14][C:9]1[C:8]([N+:11]([O-:13])=[O:12])=[CH:7][C:4]([C:5]#[N:15])=[CH:3][C:2]=1[OH:1]. (2) Given the reactants [O:1]1[C:5]2[CH:6]=[CH:7][C:8]([CH2:10][NH:11][C:12](=[O:45])[CH:13]([N:20]3[CH2:26][CH2:25][CH2:24][C:23]4[CH:27]=[C:28]([O:32][CH3:33])[C:29]([OH:31])=[CH:30][C:22]=4[CH:21]3[CH2:34][C:35]3[CH:40]=[CH:39][C:38]([O:41][CH3:42])=[C:37]([O:43][CH3:44])[CH:36]=3)[C:14]3[CH:19]=[CH:18][CH:17]=[CH:16][CH:15]=3)=[CH:9][C:4]=2[O:3][CH2:2]1.Br[CH2:47][CH:48]([F:50])[F:49], predict the reaction product. The product is: [O:1]1[C:5]2[CH:6]=[CH:7][C:8]([CH2:10][NH:11][C:12](=[O:45])[CH:13]([N:20]3[CH2:26][CH2:25][CH2:24][C:23]4[CH:27]=[C:28]([O:32][CH3:33])[C:29]([O:31][CH2:47][CH:48]([F:50])[F:49])=[CH:30][C:22]=4[CH:21]3[CH2:34][C:35]3[CH:40]=[CH:39][C:38]([O:41][CH3:42])=[C:37]([O:43][CH3:44])[CH:36]=3)[C:14]3[CH:19]=[CH:18][CH:17]=[CH:16][CH:15]=3)=[CH:9][C:4]=2[O:3][CH2:2]1. (3) Given the reactants Br[C:2]1[N:3]=[C:4]2[S:10][C:9]([S:11][CH2:12][C:13]([O:15][CH2:16][CH3:17])=[O:14])=[N:8][C:5]2=[N:6][CH:7]=1.[Br:18][C:19]1[CH:31]=[CH:30][C:29]([F:32])=[CH:28][C:20]=1[O:21][CH:22]1[CH2:27][CH2:26][NH:25][CH2:24][CH2:23]1.CCN(CC)CC, predict the reaction product. The product is: [CH2:16]([O:15][C:13](=[O:14])[CH2:12][S:11][C:9]1[S:10][C:4]2[C:5]([N:8]=1)=[N:6][CH:7]=[C:2]([N:25]1[CH2:24][CH2:23][CH:22]([O:21][C:20]3[CH:28]=[C:29]([F:32])[CH:30]=[CH:31][C:19]=3[Br:18])[CH2:27][CH2:26]1)[N:3]=2)[CH3:17]. (4) The product is: [C:19]([C:18]1[CH:21]=[CH:22][C:15]([S:8]([Cl:11])(=[O:10])=[O:9])=[CH:16][C:17]=1[C:23]([F:26])([F:25])[F:24])#[N:20]. Given the reactants FC1C=CC([S:8]([Cl:11])(=[O:10])=[O:9])=CC=1OC.N[C:15]1[CH:22]=[CH:21][C:18]([C:19]#[N:20])=[C:17]([C:23]([F:26])([F:25])[F:24])[CH:16]=1, predict the reaction product. (5) Given the reactants [OH:1][C@H:2]1[CH2:22][CH2:21][C@@:20]2([CH3:23])[CH:4]([CH2:5][CH2:6][C:7]3[C:8]4[C@:16]([CH3:24])([CH2:17][CH2:18][C:19]=32)[C@@H:11]([C@H:12]([CH3:15])[CH:13]=O)[CH2:10][CH:9]=4)[C:3]1([CH3:26])[CH3:25].[CH3:27][C:28]1([CH3:34])[CH2:33][CH2:32][CH2:31][NH:30][CH2:29]1.C(O[BH-](OC(=O)C)OC(=O)C)(=O)C.[Na+], predict the reaction product. The product is: [CH3:27][C:28]1([CH3:34])[CH2:33][CH2:32][CH2:31][N:30]([CH2:15][C@H:12]([C@@H:11]2[C@:16]3([CH3:24])[C:8]([C:7]4[CH2:6][CH2:5][C@@H:4]5[C@:20]([C:19]=4[CH2:18][CH2:17]3)([CH3:23])[CH2:21][CH2:22][C@H:2]([OH:1])[C:3]5([CH3:26])[CH3:25])=[CH:9][CH2:10]2)[CH3:13])[CH2:29]1.